This data is from Peptide-MHC class I binding affinity with 185,985 pairs from IEDB/IMGT. The task is: Regression. Given a peptide amino acid sequence and an MHC pseudo amino acid sequence, predict their binding affinity value. This is MHC class I binding data. (1) The peptide sequence is AVINTTCNY. The MHC is HLA-B07:02 with pseudo-sequence HLA-B07:02. The binding affinity (normalized) is 0.0672. (2) The peptide sequence is KVMDFGIAR. The MHC is HLA-A30:01 with pseudo-sequence HLA-A30:01. The binding affinity (normalized) is 0.531.